Dataset: Forward reaction prediction with 1.9M reactions from USPTO patents (1976-2016). Task: Predict the product of the given reaction. Given the reactants [CH2:1]([NH:8][CH2:9][CH:10]([C:12]1[CH:27]=[CH:26][C:15]([O:16][C:17]2[CH:25]=[CH:24][C:20]([C:21]([NH2:23])=[O:22])=[CH:19][N:18]=2)=[CH:14][CH:13]=1)[CH3:11])[C:2]1[CH:7]=[CH:6][CH:5]=[CH:4][CH:3]=1.Br[CH2:29][CH2:30][CH2:31][CH2:32][CH3:33], predict the reaction product. The product is: [CH2:1]([N:8]([CH2:29][CH2:30][CH2:31][CH2:32][CH3:33])[CH2:9][CH:10]([C:12]1[CH:27]=[CH:26][C:15]([O:16][C:17]2[CH:25]=[CH:24][C:20]([C:21]([NH2:23])=[O:22])=[CH:19][N:18]=2)=[CH:14][CH:13]=1)[CH3:11])[C:2]1[CH:3]=[CH:4][CH:5]=[CH:6][CH:7]=1.